From a dataset of Reaction yield outcomes from USPTO patents with 853,638 reactions. Predict the reaction yield, written as a fraction of the theoretical maximum amount of product (1.0 means a 100% yield; for example, 0.34 means a 34% yield). (1) The reactants are [O:1]1[C:5]2=[CH:6][N:7]=[C:8]([CH2:10][OH:11])[CH:9]=[C:4]2[CH2:3][CH2:2]1. The catalyst is ClCCl.[O-2].[O-2].[Mn+4]. The product is [O:1]1[C:5]2=[CH:6][N:7]=[C:8]([CH:10]=[O:11])[CH:9]=[C:4]2[CH2:3][CH2:2]1. The yield is 0.700. (2) The reactants are C(=O)([O-])[O-].[K+].[K+].[I-].[K+].[OH:9][C:10]1[CH:17]=[CH:16][C:13]([CH:14]=[O:15])=[C:12]([CH3:18])[CH:11]=1.[CH2:19](Br)[CH:20]=[CH2:21]. The catalyst is CC(=O)CC. The product is [CH2:21]([O:9][C:10]1[CH:17]=[CH:16][C:13]([CH:14]=[O:15])=[C:12]([CH3:18])[CH:11]=1)[CH:20]=[CH2:19]. The yield is 0.980. (3) The reactants are [C:1](OC(=O)C)(=[O:3])[CH3:2].[NH2:8][C@H:9]1[CH2:13][CH2:12][C@@H:11]([C:14]([O:16][CH3:17])=[O:15])[CH2:10]1. The catalyst is N1C=CC=CC=1. The product is [C:1]([NH:8][C@H:9]1[CH2:13][CH2:12][C@@H:11]([C:14]([O:16][CH3:17])=[O:15])[CH2:10]1)(=[O:3])[CH3:2]. The yield is 0.690. (4) The reactants are [Cl:1][CH2:2][CH2:3][N:4]=[C:5]=[O:6].[CH3:7][O:8][C:9]1[CH:10]=[C:11]2[C:16](=[C:17]3[CH2:21][C:20]([CH3:23])([CH3:22])[O:19][C:18]=13)[C:15]([C:24]1[CH:25]=[C:26]([NH2:30])[CH:27]=[CH:28][CH:29]=1)=[N:14][C:13]([CH3:32])([CH3:31])[CH2:12]2.[Cl-].[Na+]. The catalyst is CN(C)C=O. The product is [Cl:1][CH2:2][CH2:3][NH:4][C:5]([NH:30][C:26]1[CH:27]=[CH:28][CH:29]=[C:24]([C:15]2[C:16]3[C:11](=[CH:10][C:9]([O:8][CH3:7])=[C:18]4[O:19][C:20]([CH3:22])([CH3:23])[CH2:21][C:17]4=3)[CH2:12][C:13]([CH3:32])([CH3:31])[N:14]=2)[CH:25]=1)=[O:6]. The yield is 0.710. (5) The reactants are [Li]CCCC.[Cl:6][C:7]1[CH:12]=[C:11]([F:13])[CH:10]=[C:9]([Cl:14])[C:8]=1[S:15][CH2:16][CH3:17].[C:18](=[O:20])=[O:19].[OH-].[Na+]. The catalyst is C1COCC1. The product is [Cl:14][C:9]1[C:8]([S:15][CH2:16][CH3:17])=[C:7]([Cl:6])[CH:12]=[C:11]([F:13])[C:10]=1[C:18]([OH:20])=[O:19]. The yield is 0.430. (6) The reactants are [Cl:1][C:2]1[C:11]([N+:12]([O-])=O)=[CH:10][CH:9]=[CH:8][C:3]=1[C:4]([O:6][CH3:7])=[O:5]. The catalyst is CO.[Ni]. The product is [NH2:12][C:11]1[C:2]([Cl:1])=[C:3]([CH:8]=[CH:9][CH:10]=1)[C:4]([O:6][CH3:7])=[O:5]. The yield is 0.835. (7) The yield is 0.280. The product is [CH3:18][C:19]1[N:20]=[C:21]([N:27]2[CH2:31][CH2:30][N:29]([CH2:32][CH2:33][CH2:34][C:35]([F:36])([F:37])[F:38])[C:28]2=[O:39])[S:22][C:23]=1[C:24]([NH:17][CH2:16][C:11]1[CH:12]=[CH:13][CH:14]=[CH:15][N:10]=1)=[O:25]. The reactants are FC1C=C(CN)C=NC=1.[N:10]1[CH:15]=[CH:14][CH:13]=[CH:12][C:11]=1[CH2:16][NH2:17].[CH3:18][C:19]1[N:20]=[C:21]([N:27]2[CH2:31][CH2:30][N:29]([CH2:32][CH2:33][CH2:34][C:35]([F:38])([F:37])[F:36])[C:28]2=[O:39])[S:22][C:23]=1[C:24](O)=[O:25]. No catalyst specified. (8) The reactants are C([O:4][C:5]1([CH2:8][O:9][C:10]2[CH:19]=[C:18]3[C:13]([C:14]([O:20][C:21]4[CH:26]=[CH:25][C:24]([NH:27][C:28]([C:30]5[C:31](=[O:43])[N:32]([C:37]6[CH:42]=[CH:41][CH:40]=[CH:39][CH:38]=6)[N:33]([CH3:36])[C:34]=5[CH3:35])=[O:29])=[CH:23][C:22]=4[F:44])=[CH:15][CH:16]=[N:17]3)=[CH:12][CH:11]=2)[CH2:7][CH2:6]1)(=O)C.[OH-].[K+]. The catalyst is CO. The product is [F:44][C:22]1[CH:23]=[C:24]([NH:27][C:28]([C:30]2[C:31](=[O:43])[N:32]([C:37]3[CH:38]=[CH:39][CH:40]=[CH:41][CH:42]=3)[N:33]([CH3:36])[C:34]=2[CH3:35])=[O:29])[CH:25]=[CH:26][C:21]=1[O:20][C:14]1[C:13]2[C:18](=[CH:19][C:10]([O:9][CH2:8][C:5]3([OH:4])[CH2:6][CH2:7]3)=[CH:11][CH:12]=2)[N:17]=[CH:16][CH:15]=1. The yield is 0.290. (9) The reactants are [ClH:1].[OH:2][C:3]([C:35]1[CH:40]=[CH:39][CH:38]=[CH:37][CH:36]=1)([C:29]1[CH:34]=[CH:33][CH:32]=[CH:31][CH:30]=1)[CH:4]1[CH2:9][CH2:8][N:7]([CH2:10][CH2:11][CH2:12][C:13]([C:15]2[CH:20]=[CH:19][C:18]([C:21]([CH3:28])([CH3:27])[C:22]([O:24]CC)=[O:23])=[CH:17][CH:16]=2)=[O:14])[CH2:6][CH2:5]1.[OH-].[Na+].[BH4-].[Na+].Cl. The catalyst is O.CC(C)=O.CO. The product is [OH2:2].[ClH:1].[OH:2][C:3]([C:35]1[CH:36]=[CH:37][CH:38]=[CH:39][CH:40]=1)([C:29]1[CH:30]=[CH:31][CH:32]=[CH:33][CH:34]=1)[CH:4]1[CH2:9][CH2:8][N:7]([CH2:10][CH2:11][CH2:12][CH:13]([C:15]2[CH:20]=[CH:19][C:18]([C:21]([CH3:28])([CH3:27])[C:22]([OH:24])=[O:23])=[CH:17][CH:16]=2)[OH:14])[CH2:6][CH2:5]1. The yield is 0.915. (10) The reactants are [CH2:1]([O:3][C:4](=[O:22])[CH2:5][C:6]1[N:7]([C:15]([O:17][C:18]([CH3:21])([CH3:20])[CH3:19])=[O:16])[C:8]2[C:13]([CH:14]=1)=[CH:12][CH:11]=[CH:10][CH:9]=2)[CH3:2].[CH3:23][Si](C)(C)N[Si](C)(C)C.[K].CI. The catalyst is C1COCC1. The product is [CH2:1]([O:3][C:4](=[O:22])[CH:5]([C:6]1[N:7]([C:15]([O:17][C:18]([CH3:21])([CH3:20])[CH3:19])=[O:16])[C:8]2[C:13]([CH:14]=1)=[CH:12][CH:11]=[CH:10][CH:9]=2)[CH3:23])[CH3:2]. The yield is 0.880.